From a dataset of Reaction yield outcomes from USPTO patents with 853,638 reactions. Predict the reaction yield, written as a fraction of the theoretical maximum amount of product (1.0 means a 100% yield; for example, 0.34 means a 34% yield). (1) The reactants are [Cl:1][C:2]1[C:7]([NH:8][NH2:9])=[N:6][CH:5]=[CH:4][N:3]=1.CC(O)=O.[N:14]([O-])=O.[Na+]. The catalyst is O. The product is [Cl:1][C:2]1[C:7]2[N:6]([N:14]=[N:9][N:8]=2)[CH:5]=[CH:4][N:3]=1. The yield is 0.730. (2) The reactants are C1([SiH3])C=CC=CC=1.[Cl:8][C:9]1[C:14]([F:15])=[C:13]([CH:16]=[CH2:17])[N:12]=[CH:11][N:10]=1.[Cl:18][CH2:19][C:20]([C:22]1[CH:27]=[CH:26][C:25]([F:28])=[CH:24][C:23]=1[F:29])=[O:21].C(C1N=CC=CN=1)=C. The catalyst is O1CCCC1.CN([C@@H]([C]1[C](P(C2C=CC=CC=2)C2C=CC=CC=2)[CH][CH][CH]1)C1C=CC=C(P(C2C=CC=CC=2)C2C=CC=CC=2)C=1)C.[CH]1[CH][CH][CH][CH]1.[Fe]. The product is [Cl:18][CH2:19][C@@:20]([C:22]1[CH:27]=[CH:26][C:25]([F:28])=[CH:24][C:23]=1[F:29])([OH:21])[C@H:16]([C:13]1[C:14]([F:15])=[C:9]([Cl:8])[N:10]=[CH:11][N:12]=1)[CH3:17]. The yield is 0.650.